From a dataset of Catalyst prediction with 721,799 reactions and 888 catalyst types from USPTO. Predict which catalyst facilitates the given reaction. (1) Reactant: FC(F)(F)[C:3](O)=[O:4].C1(N2CCN([C:17](=[O:50])[C@@H:18]([NH:29]S(C3C=CC=C(N4CCCCC4=O)C=3OC(F)F)(=O)=O)[CH2:19][NH:20][C:21]([C:23]3[S:24][C:25]([Cl:28])=[CH:26][CH:27]=3)=[O:22])CC2)CC1.Cl. Product: [ClH:28].[CH3:3][O:4][C:17](=[O:50])[C@@H:18]([NH2:29])[CH2:19][NH:20][C:21]([C:23]1[S:24][C:25]([Cl:28])=[CH:26][CH:27]=1)=[O:22]. The catalyst class is: 13. (2) Reactant: [C:1]([C:3]1[C:12]([C:13]2[C:18]([F:19])=[CH:17][C:16]([CH:20]=[O:21])=[CH:15][C:14]=2[F:22])=[C:11]2[C:6]([CH:7]=[CH:8][C:9]([C:23]([O:25][CH3:26])=[O:24])=[CH:10]2)=[CH:5][CH:4]=1)#[N:2].[BH4-].[Na+].C1COCC1.CO. Product: [C:1]([C:3]1[C:12]([C:13]2[C:14]([F:22])=[CH:15][C:16]([CH2:20][OH:21])=[CH:17][C:18]=2[F:19])=[C:11]2[C:6]([CH:7]=[CH:8][C:9]([C:23]([O:25][CH3:26])=[O:24])=[CH:10]2)=[CH:5][CH:4]=1)#[N:2]. The catalyst class is: 6. (3) Reactant: [NH2:1][C:2]1[CH:3]=[C:4]2[C:9](=[CH:10][CH:11]=1)[N:8]=[CH:7][C:6]([C:12]([O:14][CH3:15])=[O:13])=[CH:5]2.Cl.[CH:17]1([C:20](O)=[O:21])[CH2:19][CH2:18]1.Cl.CN(C)CCCN=C=NCC. Product: [CH:17]1([C:20]([NH:1][C:2]2[CH:3]=[C:4]3[C:9](=[CH:10][CH:11]=2)[N:8]=[CH:7][C:6]([C:12]([O:14][CH3:15])=[O:13])=[CH:5]3)=[O:21])[CH2:19][CH2:18]1. The catalyst class is: 228. (4) Reactant: [Br:1][C:2]1[CH:3]=[C:4]([CH:6]=[CH:7][C:8]=1[Cl:9])[NH2:5].C(N(CC)CC)C.[C:17]1([S:23](Cl)(=[O:25])=[O:24])[CH:22]=[CH:21][CH:20]=[CH:19][CH:18]=1. Product: [Br:1][C:2]1[CH:3]=[C:4]([NH:5][S:23]([C:17]2[CH:22]=[CH:21][CH:20]=[CH:19][CH:18]=2)(=[O:25])=[O:24])[CH:6]=[CH:7][C:8]=1[Cl:9]. The catalyst class is: 4. (5) Reactant: [NH2:1][CH2:2][C@@H:3]([OH:14])[CH2:4][N:5]1[CH2:13][C:12]2[C:7](=[CH:8][CH:9]=[CH:10][CH:11]=2)[CH2:6]1.[N:15]1[C:24]2[C:19](=[CH:20][CH:21]=[CH:22][C:23]=2[O:25][CH2:26][C:27](OCC)=[O:28])[CH:18]=[CH:17][CH:16]=1. Product: [OH:14][C@@H:3]([CH2:4][N:5]1[CH2:13][C:12]2[C:7](=[CH:8][CH:9]=[CH:10][CH:11]=2)[CH2:6]1)[CH2:2][NH:1][C:27](=[O:28])[CH2:26][O:25][C:23]1[CH:22]=[CH:21][CH:20]=[C:19]2[C:24]=1[N:15]=[CH:16][CH:17]=[CH:18]2. The catalyst class is: 14.